Dataset: Forward reaction prediction with 1.9M reactions from USPTO patents (1976-2016). Task: Predict the product of the given reaction. (1) Given the reactants Cl[CH2:2][CH2:3][CH2:4][C:5]([C:7]1[CH:12]=[CH:11][C:10]([O:13][CH3:14])=[CH:9][CH:8]=1)=[O:6].CC(O)(CC)C.[NH:21]1[CH:25]=[CH:24][N:23]=[N:22]1.[I-].[K+].[OH-].[Na+].[CH3:30][S:31]([OH:34])(=[O:33])=[O:32], predict the reaction product. The product is: [CH3:30][S:31]([OH:34])(=[O:33])=[O:32].[CH3:14][O:13][C:10]1[CH:11]=[CH:12][C:7]([C:5](=[O:6])[CH2:4][CH2:3][CH2:2][N:21]2[CH:25]=[CH:24][N:23]=[N:22]2)=[CH:8][CH:9]=1. (2) Given the reactants O(Cl)Cl.CN(C)[CH:6]=[O:7].[CH:9]1[C:21]2[N:20]([C:22]3[CH:27]=[CH:26][C:25]([C:28]4[CH:33]=[CH:32][C:31]([N:34]5[C:46]6[CH:45]=[CH:44][CH:43]=[CH:42][C:41]=6[C:40]6[C:35]5=[CH:36][CH:37]=[CH:38][CH:39]=6)=[CH:30][CH:29]=4)=[CH:24][CH:23]=3)[C:19]3[C:14](=[CH:15][CH:16]=[CH:17][CH:18]=3)[C:13]=2[CH:12]=[CH:11][CH:10]=1.[CH2:47]([OH:49])C.ClCCl, predict the reaction product. The product is: [CH:47]([C:11]1[CH:10]=[CH:9][C:21]2[N:20]([C:22]3[CH:27]=[CH:26][C:25]([C:28]4[CH:29]=[CH:30][C:31]([N:34]5[C:46]6[CH:45]=[CH:44][C:43]([CH:6]=[O:7])=[CH:42][C:41]=6[C:40]6[C:35]5=[CH:36][CH:37]=[CH:38][CH:39]=6)=[CH:32][CH:33]=4)=[CH:24][CH:23]=3)[C:19]3[C:14]([C:13]=2[CH:12]=1)=[CH:15][CH:16]=[CH:17][CH:18]=3)=[O:49]. (3) Given the reactants Br[C:2]1[CH:12]=[CH:11][C:5]2[O:6][C:7]([F:10])([F:9])[O:8][C:4]=2[CH:3]=1.CC1(C)C(C)(C)OB([C:21]2[CH:27]=[CH:26][C:24]([NH2:25])=[CH:23][CH:22]=2)O1.C(=O)([O-])[O-].[Cs+].[Cs+], predict the reaction product. The product is: [F:9][C:7]1([F:10])[O:6][C:5]2[CH:11]=[CH:12][C:2]([C:21]3[CH:27]=[CH:26][C:24]([NH2:25])=[CH:23][CH:22]=3)=[CH:3][C:4]=2[O:8]1. (4) Given the reactants Cl[C:2]1[N:7]=[C:6]([NH:8][C:9]2[CH:14]=[CH:13][CH:12]=[CH:11][C:10]=2[S:15]([CH:18]([CH3:20])[CH3:19])(=[O:17])=[O:16])[C:5]([Cl:21])=[CH:4][N:3]=1.C(N(C(C)C)CC)(C)C.[N+:31]([C:34]1[CH:35]=[C:36]([CH2:40][NH2:41])[CH:37]=[CH:38][CH:39]=1)([O-:33])=[O:32], predict the reaction product. The product is: [Cl:21][C:5]1[C:6]([NH:8][C:9]2[CH:14]=[CH:13][CH:12]=[CH:11][C:10]=2[S:15]([CH:18]([CH3:20])[CH3:19])(=[O:17])=[O:16])=[N:7][C:2]([NH:41][CH2:40][C:36]2[CH:37]=[CH:38][CH:39]=[C:34]([N+:31]([O-:33])=[O:32])[CH:35]=2)=[N:3][CH:4]=1. (5) Given the reactants [Cl:1][C:2](Cl)([O:4]C(=O)OC(Cl)(Cl)Cl)Cl.[NH:13]1[C:22]2[C:17](=[CH:18][CH:19]=[CH:20][CH:21]=2)[CH2:16][CH2:15][CH2:14]1.C([N:25](CC)CC)C.C(=O)([O-])O.[Na+], predict the reaction product. The product is: [N:13]1([NH:25][C:2]([Cl:1])=[O:4])[C:22]2[C:17](=[CH:18][CH:19]=[CH:20][CH:21]=2)[CH2:16][CH2:15][CH2:14]1. (6) Given the reactants [CH3:1][C:2]1[C:6]([C@H:7]([OH:22])[C:8]2[O:9][C:10]3[CH:16]=[CH:15][C:14]([CH2:17][C:18]([O:20]C)=[O:19])=[CH:13][C:11]=3[CH:12]=2)=[C:5]([CH3:23])[O:4][N:3]=1.O[Li].O, predict the reaction product. The product is: [CH3:1][C:2]1[C:6]([C@H:7]([OH:22])[C:8]2[O:9][C:10]3[CH:16]=[CH:15][C:14]([CH2:17][C:18]([OH:20])=[O:19])=[CH:13][C:11]=3[CH:12]=2)=[C:5]([CH3:23])[O:4][N:3]=1. (7) Given the reactants CC(OI1(OC(C)=O)(OC(C)=O)OC(=O)C2C=CC=CC1=2)=O.[CH2:23]([O:25][P:26]([C:31]([F:50])([F:49])[CH:32]([C:34]1[CH:39]=[CH:38][C:37]([C:40]2[CH:45]=[CH:44][C:43]([F:46])=[CH:42][N:41]=2)=[C:36]([F:47])[C:35]=1[F:48])[OH:33])(=[O:30])[O:27][CH2:28][CH3:29])[CH3:24].C(=O)(O)[O-].[Na+].S([O-])([O-])(=O)=S.[Na+].[Na+], predict the reaction product. The product is: [F:48][C:35]1[C:36]([F:47])=[C:37]([C:40]2[CH:45]=[CH:44][C:43]([F:46])=[CH:42][N:41]=2)[CH:38]=[CH:39][C:34]=1[C:32](=[O:33])[C:31]([P:26](=[O:30])([O:27][CH2:28][CH3:29])[O:25][CH2:23][CH3:24])([F:49])[F:50]. (8) Given the reactants Cl.C[O:3][C:4]1[CH:5]=[C:6]([C@H:10]([CH2:17][CH3:18])[C@@H:11](C)[CH2:12][N:13]([CH3:15])[CH3:14])[CH:7]=[CH:8][CH:9]=1.N[C@H]([C:25](O)=[O:26])CCSC, predict the reaction product. The product is: [CH3:14][N:13]([CH3:15])[CH2:12][C@H:11]([O:26][CH3:25])[C@@H:10]([C:6]1[CH:5]=[C:4]([OH:3])[CH:9]=[CH:8][CH:7]=1)[CH2:17][CH3:18]. (9) Given the reactants [N:1]1[CH:6]=[CH:5][CH:4]=[CH:3][C:2]=1[C:7]1[S:8][CH:9]=[CH:10][CH:11]=1.[Br:12][C:13]1[CH:14]=[CH:15][C:16]([Cl:21])=[C:17]([CH:20]=1)[CH:18]=[O:19], predict the reaction product. The product is: [Br:12][C:13]1[CH:14]=[CH:15][C:16]([Cl:21])=[C:17]([CH:18]([C:9]2[S:8][C:7]([C:2]3[CH:3]=[CH:4][CH:5]=[CH:6][N:1]=3)=[CH:11][CH:10]=2)[OH:19])[CH:20]=1. (10) Given the reactants [Cl:1][C:2]1[CH:7]=[CH:6][C:5]([C:8]([CH3:14])([CH3:13])[C:9]([O:11]C)=[O:10])=[CH:4][C:3]=1[F:15].[OH-].[K+], predict the reaction product. The product is: [Cl:1][C:2]1[CH:7]=[CH:6][C:5]([C:8]([CH3:13])([CH3:14])[C:9]([OH:11])=[O:10])=[CH:4][C:3]=1[F:15].